This data is from Forward reaction prediction with 1.9M reactions from USPTO patents (1976-2016). The task is: Predict the product of the given reaction. (1) Given the reactants [C:1]([C:5]1[CH:6]=[C:7]([NH:11][C:12](=[O:25])[C:13]2[CH:18]=[CH:17][C:16]([CH:19]3[CH2:24][CH2:23][NH:22][CH2:21][CH2:20]3)=[CH:15][CH:14]=2)[CH:8]=[CH:9][CH:10]=1)([CH3:4])([CH3:3])[CH3:2].[OH:26][C:27]1[CH:31]=[C:30]([CH2:32][CH2:33][C:34](O)=[O:35])[O:29][N:28]=1, predict the reaction product. The product is: [C:1]([C:5]1[CH:6]=[C:7]([NH:11][C:12](=[O:25])[C:13]2[CH:14]=[CH:15][C:16]([CH:19]3[CH2:24][CH2:23][N:22]([C:34](=[O:35])[CH2:33][CH2:32][C:30]4[O:29][N:28]=[C:27]([OH:26])[CH:31]=4)[CH2:21][CH2:20]3)=[CH:17][CH:18]=2)[CH:8]=[CH:9][CH:10]=1)([CH3:4])([CH3:2])[CH3:3]. (2) Given the reactants CC1C=CC(S(O[CH2:12][CH:13]2[O:18][C:17]3[CH:19]=[C:20]([O:23][S:24]([C:27]([F:30])([F:29])[F:28])(=[O:26])=[O:25])[CH:21]=[CH:22][C:16]=3[O:15][CH2:14]2)(=O)=O)=CC=1.[CH3:31][NH:32][CH2:33][CH2:34][CH3:35], predict the reaction product. The product is: [F:30][C:27]([F:28])([F:29])[S:24]([O:23][C:20]1[CH:21]=[CH:22][C:16]2[O:15][CH2:14][CH:13]([CH2:12][N:32]([CH3:31])[CH2:33][CH2:34][CH3:35])[O:18][C:17]=2[CH:19]=1)(=[O:25])=[O:26]. (3) The product is: [Br:11][C:10]1[C:5]([C:2]#[N:3])=[N:6][CH:7]=[C:8]([Cl:12])[CH:9]=1. Given the reactants [Cu][C:2]#[N:3].Br[C:5]1[C:10]([Br:11])=[CH:9][C:8]([Cl:12])=[CH:7][N:6]=1.C(#N)CC, predict the reaction product. (4) Given the reactants C([SiH2][O:6][C:7]1[CH2:8][CH2:9][N:10]([C:13]([O:15][C:16]([CH3:19])([CH3:18])[CH3:17])=[O:14])[CH2:11][CH:12]=1)(C)(C)C.[B-](F)(F)(F)[F:21].[B-](F)(F)(F)F.C1[N+]2(CCl)CC[N+](F)(CC2)C1, predict the reaction product. The product is: [F:21][CH:8]1[C:7](=[O:6])[CH2:12][CH2:11][N:10]([C:13]([O:15][C:16]([CH3:19])([CH3:18])[CH3:17])=[O:14])[CH2:9]1. (5) Given the reactants [CH:1]1([C:7]2[CH:20]=[CH:19][C:10]([O:11][CH2:12][C@H:13]3[O:17][C:16]([NH2:18])=[N:15][CH2:14]3)=[CH:9][CH:8]=2)[CH2:6][CH2:5][CH2:4][CH2:3][CH2:2]1.C([O:23][C:24](=O)[C:25]#[C:26][CH2:27][CH2:28][OH:29])C, predict the reaction product. The product is: [CH:1]1([C:7]2[CH:20]=[CH:19][C:10]([O:11][CH2:12][C@H:13]3[O:17][C:16]4=[N:18][C:24](=[O:23])[CH:25]=[C:26]([CH2:27][CH2:28][OH:29])[N:15]4[CH2:14]3)=[CH:9][CH:8]=2)[CH2:2][CH2:3][CH2:4][CH2:5][CH2:6]1. (6) Given the reactants [C@@H:1]12[O:8][C@@H:5]([CH2:6][CH2:7]1)[CH2:4][N:3]([C:9]1[CH:10]=[C:11]([CH:13]=[CH:14][CH:15]=1)[NH2:12])[CH2:2]2.[Cl:16][C:17]1[N:18]=[C:19](Cl)[C:20]2[N:25]=[CH:24][S:23][C:21]=2[N:22]=1.CCN(C(C)C)C(C)C, predict the reaction product. The product is: [C@@H:1]12[O:8][C@@H:5]([CH2:6][CH2:7]1)[CH2:4][N:3]([C:9]1[CH:10]=[C:11]([NH:12][C:19]3[C:20]4[N:25]=[CH:24][S:23][C:21]=4[N:22]=[C:17]([Cl:16])[N:18]=3)[CH:13]=[CH:14][CH:15]=1)[CH2:2]2. (7) Given the reactants [CH3:1][O:2][C:3]1[CH:4]=[C:5]2[C:10](=[CH:11][C:12]=1[O:13][CH3:14])[CH:9]([CH2:15][C:16]1[CH:21]=[CH:20][CH:19]=[C:18]([O:22][CH3:23])[CH:17]=1)[NH:8][CH2:7][CH2:6]2.Br[CH:25]([C:30]1[CH:35]=[CH:34][CH:33]=[CH:32][CH:31]=1)[C:26]([O:28]C)=[O:27], predict the reaction product. The product is: [CH3:1][O:2][C:3]1[CH:4]=[C:5]2[C:10](=[CH:11][C:12]=1[O:13][CH3:14])[CH:9]([CH2:15][C:16]1[CH:21]=[CH:20][CH:19]=[C:18]([O:22][CH3:23])[CH:17]=1)[N:8]([CH:25]([C:30]1[CH:35]=[CH:34][CH:33]=[CH:32][CH:31]=1)[C:26]([OH:28])=[O:27])[CH2:7][CH2:6]2. (8) Given the reactants [C:1]([C:3]1[CH:8]=[CH:7][C:6]([N:9]([CH2:15][C:16]([F:19])([F:18])[F:17])[CH2:10][C:11](=[NH:14])[NH:12][OH:13])=[CH:5][C:4]=1[C:20]([F:23])([F:22])[F:21])#[N:2].[C:24](Cl)(=O)[CH:25]([CH3:27])[CH3:26], predict the reaction product. The product is: [CH3:24][CH:25]([C:27]1[O:13][N:12]=[C:11]([CH2:10][N:9]([CH2:15][C:16]([F:17])([F:18])[F:19])[C:6]2[CH:7]=[CH:8][C:3]([C:1]#[N:2])=[C:4]([C:20]([F:22])([F:21])[F:23])[CH:5]=2)[N:14]=1)[CH3:26]. (9) Given the reactants S(=O)(=O)(O)O.[NH2:6][C:7]1[C:8]([CH3:16])=[C:9]([CH:13]=[CH:14][CH:15]=1)[C:10]([OH:12])=[O:11].[I-].[Na+].[OH-].[Na+].[CH2:21](O)[CH:22](O)[CH2:23]O, predict the reaction product. The product is: [CH3:16][C:8]1[C:9]([C:10]([OH:12])=[O:11])=[CH:13][CH:14]=[C:15]2[C:7]=1[N:6]=[CH:23][CH:22]=[CH:21]2.